Predict the reactants needed to synthesize the given product. From a dataset of Full USPTO retrosynthesis dataset with 1.9M reactions from patents (1976-2016). (1) Given the product [Cl:25][C:24]1[C:19]([NH:18][C:2]2[CH:7]=[C:6]([C:8]([F:11])([F:10])[F:9])[N:5]=[C:4]([C:12]3[CH:13]=[N:14][CH:15]=[CH:16][CH:17]=3)[N:3]=2)=[N:20][C:21]([CH3:26])=[N:22][CH:23]=1, predict the reactants needed to synthesize it. The reactants are: Cl[C:2]1[CH:7]=[C:6]([C:8]([F:11])([F:10])[F:9])[N:5]=[C:4]([C:12]2[CH:13]=[N:14][CH:15]=[CH:16][CH:17]=2)[N:3]=1.[NH2:18][C:19]1[C:24]([Cl:25])=[CH:23][N:22]=[C:21]([CH3:26])[N:20]=1. (2) Given the product [Cl:31][C:28]1[CH:29]=[CH:30][C:25]([CH:10]2[C:5]3[N:6]([CH:7]([CH3:9])[CH3:8])[C:2]([C:34]4[CH2:33][O:32][CH2:36][CH:35]=4)=[N:3][C:4]=3[C:12](=[O:13])[N:11]2[C:14]2[CH:15]=[C:16]([CH3:24])[C:17]3[N:18]([C:20]([CH3:23])=[N:21][N:22]=3)[CH:19]=2)=[CH:26][CH:27]=1, predict the reactants needed to synthesize it. The reactants are: Br[C:2]1[N:6]([CH:7]([CH3:9])[CH3:8])[C:5]2[CH:10]([C:25]3[CH:30]=[CH:29][C:28]([Cl:31])=[CH:27][CH:26]=3)[N:11]([C:14]3[CH:15]=[C:16]([CH3:24])[C:17]4[N:18]([C:20]([CH3:23])=[N:21][N:22]=4)[CH:19]=3)[C:12](=[O:13])[C:4]=2[N:3]=1.[O:32]1[CH2:36][CH:35]=[C:34](B2OC(C)(C)C(C)(C)O2)[CH2:33]1. (3) Given the product [Si:40]([O:47][C@@H:48]([CH3:73])[CH2:49][O:50][C:51]1[C:55]([CH3:56])=[C:54]([NH:57][C:58]([NH:30][C@H:12]2[C@H:11]([C:6]3[CH:7]=[CH:8][C:9]([F:10])=[C:4]([F:3])[CH:5]=3)[CH2:15][N:14]([C:16]3[CH:17]=[N:18][N:19]([CH2:21][C:22]4[CH:27]=[CH:26][C:25]([O:28][CH3:29])=[CH:24][CH:23]=4)[CH:20]=3)[CH2:13]2)=[O:59])[N:53]([C:67]2[CH:68]=[CH:69][CH:70]=[CH:71][CH:72]=2)[N:52]=1)([C:43]([CH3:46])([CH3:44])[CH3:45])([CH3:41])[CH3:42], predict the reactants needed to synthesize it. The reactants are: Cl.Cl.[F:3][C:4]1[CH:5]=[C:6]([C@@H:11]2[CH2:15][N:14]([C:16]3[CH:17]=[N:18][N:19]([CH2:21][C:22]4[CH:27]=[CH:26][C:25]([O:28][CH3:29])=[CH:24][CH:23]=4)[CH:20]=3)[CH2:13][C@H:12]2[NH2:30])[CH:7]=[CH:8][C:9]=1[F:10].CCN(C(C)C)C(C)C.[Si:40]([O:47][C@@H:48]([CH3:73])[CH2:49][O:50][C:51]1[C:55]([CH3:56])=[C:54]([NH:57][C:58](=O)[O:59]C2C=CC=CC=2)[N:53]([C:67]2[CH:72]=[CH:71][CH:70]=[CH:69][CH:68]=2)[N:52]=1)([C:43]([CH3:46])([CH3:45])[CH3:44])([CH3:42])[CH3:41].